Dataset: Full USPTO retrosynthesis dataset with 1.9M reactions from patents (1976-2016). Task: Predict the reactants needed to synthesize the given product. (1) The reactants are: [OH:1][C:2]1[CH:7]=[CH:6][C:5]([C:8]2[CH:13]=[CH:12][CH:11]=[CH:10][C:9]=2[N+:14]([O-:16])=[O:15])=[CH:4][CH:3]=1.C[O:18][C:19]([C:21]1[CH:26]=[CH:25][CH:24]=[C:23]([CH2:27]Br)[N:22]=1)=[O:20]. Given the product [N+:14]([C:9]1[CH:10]=[CH:11][CH:12]=[CH:13][C:8]=1[C:5]1[CH:6]=[CH:7][C:2]([O:1][CH2:27][C:23]2[N:22]=[C:21]([C:19]([OH:20])=[O:18])[CH:26]=[CH:25][CH:24]=2)=[CH:3][CH:4]=1)([O-:16])=[O:15], predict the reactants needed to synthesize it. (2) Given the product [Cl:1][C:2]1[CH:3]=[CH:4][C:5]([CH:8]([C:15]2[C:23]3[C:18](=[C:19]([CH2:24][S:25][CH2:26][CH3:27])[CH:20]=[CH:21][CH:22]=3)[NH:17][CH:16]=2)[CH2:9][CH2:10][OH:11])=[CH:6][CH:7]=1, predict the reactants needed to synthesize it. The reactants are: [Cl:1][C:2]1[CH:7]=[CH:6][C:5]([CH:8]([C:15]2[C:23]3[C:18](=[C:19]([CH2:24][S:25][CH2:26][CH3:27])[CH:20]=[CH:21][CH:22]=3)[NH:17][CH:16]=2)[CH2:9][C:10](OCC)=[O:11])=[CH:4][CH:3]=1.[H-].[Al+3].[Li+].[H-].[H-].[H-].Cl.